This data is from M1 muscarinic receptor antagonist screen with 61,756 compounds. The task is: Binary Classification. Given a drug SMILES string, predict its activity (active/inactive) in a high-throughput screening assay against a specified biological target. (1) The drug is s1c2c(n(c(c2)C(OCC)=O)CC(OCC)=O)cc1. The result is 0 (inactive). (2) The molecule is S1(=O)(=O)CC(NC(=O)C23CC4CC(C2)CC(C3)C4)CC1. The result is 0 (inactive). (3) The compound is O=C1NCC2C(CCC2)C1C(OCC)=O. The result is 0 (inactive). (4) The molecule is O1CCN(CC1)C(=O)c1c(n(nc1)c1ccccc1)NC(=O)c1ccc(cc1)C. The result is 0 (inactive). (5) The drug is O=c1c2c(n(CC)cc1C(=O)Nn1cnnc1)nc(cc2)C. The result is 0 (inactive). (6) The compound is O1CCN(CC1)C(=O)Cn1nc(nc1c1ccccc1)c1ccccc1. The result is 0 (inactive).